From a dataset of Catalyst prediction with 721,799 reactions and 888 catalyst types from USPTO. Predict which catalyst facilitates the given reaction. (1) Reactant: [CH3:1][C:2]1[O:6][C:5](=O)[NH:4][C:3]=1[C:8]1[CH:13]=[CH:12][CH:11]=[CH:10][CH:9]=1.P(Cl)(Cl)([Cl:16])=O.N1C=CC=CC=1.O. Product: [Cl:16][C:5]1[O:6][C:2]([CH3:1])=[C:3]([C:8]2[CH:13]=[CH:12][CH:11]=[CH:10][CH:9]=2)[N:4]=1. The catalyst class is: 10. (2) Reactant: Cl[C:2]1[N:3]=[C:4]([N:26]2[CH2:31][CH2:30][NH:29][CH2:28][CH2:27]2)[C:5]2[S:10][C:9]3[N:11]=[C:12]([C:16]4[CH:21]=[CH:20][C:19]([O:22][CH3:23])=[C:18]([O:24][CH3:25])[CH:17]=4)[CH:13]=[C:14]([CH3:15])[C:8]=3[C:6]=2[N:7]=1.[CH3:32][CH2:33][O-:34].[K+]. Product: [CH2:33]([O:34][C:2]1[N:3]=[C:4]([N:26]2[CH2:31][CH2:30][NH:29][CH2:28][CH2:27]2)[C:5]2[S:10][C:9]3[N:11]=[C:12]([C:16]4[CH:21]=[CH:20][C:19]([O:22][CH3:23])=[C:18]([O:24][CH3:25])[CH:17]=4)[CH:13]=[C:14]([CH3:15])[C:8]=3[C:6]=2[N:7]=1)[CH3:32]. The catalyst class is: 12.